Dataset: Forward reaction prediction with 1.9M reactions from USPTO patents (1976-2016). Task: Predict the product of the given reaction. (1) Given the reactants [Br:1][C:2]1[N:7]=[C:6]([CH2:8][N:9]2[CH:13]=[C:12]([C:14]([O:16]C)=[O:15])[N:11]=[N:10]2)[CH:5]=[CH:4][CH:3]=1.[OH-].[K+:19], predict the reaction product. The product is: [Br:1][C:2]1[N:7]=[C:6]([CH2:8][N:9]2[CH:13]=[C:12]([C:14]([O-:16])=[O:15])[N:11]=[N:10]2)[CH:5]=[CH:4][CH:3]=1.[K+:19]. (2) Given the reactants [ClH:1].[NH:2]1[C:6]2[CH2:7][CH2:8][C@@H:9]([C:11]([OH:13])=O)[CH2:10][C:5]=2[N:4]=[CH:3]1.S(Cl)([Cl:16])=O.[CH2:18]([CH2:21]OC)OC, predict the reaction product. The product is: [NH:2]1[C:6]2[CH2:7][CH2:8][C@@H:9]([C:11]([Cl:16])=[O:13])[CH2:10][C:5]=2[N:4]=[CH:3]1.[ClH:1].[CH3:3][N:2]1[C:18]2[C:21](=[CH:7][CH:8]=[CH:9][CH:10]=2)[C:5]([C:11]([C@@H:9]2[CH2:8][CH2:7][C:6]3[NH:2][CH:3]=[N:4][C:5]=3[CH2:10]2)=[O:13])=[CH:6]1. (3) Given the reactants Cl[C:2]1[CH:7]=[C:6]([NH2:8])[CH:5]=[CH:4][N:3]=1.[C:9]1(B(O)O)[CH:14]=[CH:13][CH:12]=[CH:11][CH:10]=1.C(=O)([O-])[O-].[Na+].[Na+], predict the reaction product. The product is: [C:9]1([C:2]2[CH:7]=[C:6]([NH2:8])[CH:5]=[CH:4][N:3]=2)[CH:14]=[CH:13][CH:12]=[CH:11][CH:10]=1. (4) Given the reactants [CH3:1][O:2][C:3]1[CH:4]=[C:5]([NH:11][C:12](=[O:26])[CH2:13][N:14]2[C:18]3[C:19]([C:23](O)=[O:24])=[CH:20][CH:21]=[CH:22][C:17]=3[N:16]=[CH:15]2)[CH:6]=[C:7]([O:9][CH3:10])[CH:8]=1, predict the reaction product. The product is: [CH3:10][O:9][C:7]1[CH:6]=[C:5]([NH:11][C:12](=[O:26])[CH2:13][N:14]2[C:18]3[C:19]([CH2:23][OH:24])=[CH:20][CH:21]=[CH:22][C:17]=3[N:16]=[CH:15]2)[CH:4]=[C:3]([O:2][CH3:1])[CH:8]=1. (5) Given the reactants C([O:8][C:9]1[CH:10]=[CH:11][C:12]2[O:17][CH:16]([CH3:18])[CH2:15][NH:14][C:13]=2[CH:19]=1)C1C=CC=CC=1.C([O-])=O.[NH4+], predict the reaction product. The product is: [CH3:18][CH:16]1[CH2:15][NH:14][C:13]2[CH:19]=[C:9]([OH:8])[CH:10]=[CH:11][C:12]=2[O:17]1. (6) The product is: [CH2:1]([O:8][C:9]1[CH:14]=[CH:13][C:12]([O:15][C:16]2[C:24]([CH3:25])=[CH:23][C:22]([N+:26]([O-:28])=[O:27])=[C:21]3[C:17]=2[CH2:18][CH2:19][CH2:20]3)=[C:11]([O:29][CH2:39][CH2:38][CH:32]2[CH2:37][CH2:36][CH2:35][CH2:34][CH2:33]2)[C:10]=1[CH2:30][CH3:31])[C:2]1[CH:7]=[CH:6][CH:5]=[CH:4][CH:3]=1. Given the reactants [CH2:1]([O:8][C:9]1[C:10]([CH2:30][CH3:31])=[C:11]([OH:29])[C:12]([O:15][C:16]2[C:24]([CH3:25])=[CH:23][C:22]([N+:26]([O-:28])=[O:27])=[C:21]3[C:17]=2[CH2:18][CH2:19][CH2:20]3)=[CH:13][CH:14]=1)[C:2]1[CH:7]=[CH:6][CH:5]=[CH:4][CH:3]=1.[CH:32]1([CH2:38][CH2:39]O)[CH2:37][CH2:36][CH2:35][CH2:34][CH2:33]1, predict the reaction product. (7) Given the reactants Br[C:2]1[C:3]([N:22]2[CH2:26][CH2:25][C@H:24]([CH2:27][OH:28])[CH2:23]2)=[N:4][CH:5]=[C:6]([CH:21]=1)[C:7]([NH:9][C:10]1[CH:15]=[CH:14][C:13]([O:16][C:17]([F:20])([F:19])[F:18])=[CH:12][CH:11]=1)=[O:8].[CH:29]1([C:32]2[CH:37]=[CH:36][C:35](B3OC(C)(C)C(C)(C)O3)=[CH:34][N:33]=2)[CH2:31][CH2:30]1, predict the reaction product. The product is: [CH:29]1([C:32]2[N:33]=[CH:34][C:35]([C:2]3[C:3]([N:22]4[CH2:26][CH2:25][C@H:24]([CH2:27][OH:28])[CH2:23]4)=[N:4][CH:5]=[C:6]([C:7]([NH:9][C:10]4[CH:11]=[CH:12][C:13]([O:16][C:17]([F:19])([F:18])[F:20])=[CH:14][CH:15]=4)=[O:8])[CH:21]=3)=[CH:36][CH:37]=2)[CH2:31][CH2:30]1. (8) Given the reactants ClC1C=C(Cl)C=C(Cl)C=1[O:10][C:11](=O)[CH2:12][C:13](OC1C(Cl)=CC(Cl)=CC=1Cl)=[O:14].[NH2:26]/[C:27](/[CH3:34])=[CH:28]\[C:29]([O:31][CH2:32][CH3:33])=[O:30].C(OCC)(=O)C.CCOCC, predict the reaction product. The product is: [CH2:32]([O:31][C:29]([C:28]1[C:13]([OH:14])=[CH:12][C:11](=[O:10])[NH:26][C:27]=1[CH3:34])=[O:30])[CH3:33]. (9) Given the reactants [C:1]([O:5][C:6](=[O:30])[NH:7][CH2:8][CH2:9][CH2:10][CH2:11][NH:12][S:13]([C:16]1[CH:21]=[CH:20][C:19]([CH2:22][NH:23][CH2:24][C:25]2[NH:26][CH:27]=[CH:28][N:29]=2)=[CH:18][CH:17]=1)(=[O:15])=[O:14])([CH3:4])([CH3:3])[CH3:2].[CH3:31][N:32]1[CH:36]=[CH:35][N:34]=[C:33]1[CH:37]=O.C([BH3-])#N.[Na+].C(O)(=O)C, predict the reaction product. The product is: [C:1]([O:5][C:6](=[O:30])[NH:7][CH2:8][CH2:9][CH2:10][CH2:11][NH:12][S:13]([C:16]1[CH:17]=[CH:18][C:19]([CH2:22][N:23]([CH2:24][C:25]2[NH:26][CH:27]=[CH:28][N:29]=2)[CH2:37][C:33]2[N:32]([CH3:31])[CH:36]=[CH:35][N:34]=2)=[CH:20][CH:21]=1)(=[O:14])=[O:15])([CH3:4])([CH3:2])[CH3:3]. (10) Given the reactants [C:1]([C:4]1[S:8][C:7]([N:9]2[CH2:14][CH2:13][N:12](C(OC(C)(C)C)=O)[CH2:11][CH2:10]2)=[N:6][C:5]=1[C:22]1[CH:27]=[CH:26][C:25]([O:28][C:29]2[CH:34]=[CH:33][CH:32]=[CH:31][CH:30]=2)=[CH:24][CH:23]=1)(=[O:3])[NH2:2], predict the reaction product. The product is: [O:28]([C:25]1[CH:26]=[CH:27][C:22]([C:5]2[N:6]=[C:7]([N:9]3[CH2:14][CH2:13][NH:12][CH2:11][CH2:10]3)[S:8][C:4]=2[C:1]([NH2:2])=[O:3])=[CH:23][CH:24]=1)[C:29]1[CH:34]=[CH:33][CH:32]=[CH:31][CH:30]=1.